From a dataset of Full USPTO retrosynthesis dataset with 1.9M reactions from patents (1976-2016). Predict the reactants needed to synthesize the given product. (1) Given the product [F:1][C:2]([F:13])([F:12])[C:3]1[CH:11]=[CH:10][C:6]([C:7]([NH:14][C:15]2[CH:16]=[CH:17][C:18]([CH3:34])=[C:19]([NH:21][C:22]([C:24]3[CH:25]=[C:26]4[C:31](=[CH:32][CH:33]=3)[N:30]=[CH:29][CH:28]=[CH:27]4)=[O:23])[CH:20]=2)=[O:8])=[CH:5][CH:4]=1, predict the reactants needed to synthesize it. The reactants are: [F:1][C:2]([F:13])([F:12])[C:3]1[CH:11]=[CH:10][C:6]([C:7](Cl)=[O:8])=[CH:5][CH:4]=1.[NH2:14][C:15]1[CH:16]=[CH:17][C:18]([CH3:34])=[C:19]([NH:21][C:22]([C:24]2[CH:25]=[C:26]3[C:31](=[CH:32][CH:33]=2)[N:30]=[CH:29][CH:28]=[CH:27]3)=[O:23])[CH:20]=1. (2) Given the product [C:1]([C:4]([CH3:45])([CH3:44])[CH2:5][O:6][C:7]([N:9]1[CH2:13][C@@H:12]([N:14]([CH2:27][C:28]2[CH:29]=[C:30]([C:38]([F:41])([F:39])[F:40])[CH:31]=[C:32]([C:34]([F:36])([F:35])[F:37])[CH:33]=2)[C:15]2[N:20]=[CH:19][C:18]([C:21]3[CH:22]=[N:23][N:24]([CH3:26])[CH:25]=3)=[CH:17][N:16]=2)[CH2:11][C@H:10]1[CH2:42][CH3:43])=[O:8])(=[O:2])[NH2:53], predict the reactants needed to synthesize it. The reactants are: [C:1]([C:4]([CH3:45])([CH3:44])[CH2:5][O:6][C:7]([N:9]1[CH2:13][C@@H:12]([N:14]([CH2:27][C:28]2[CH:33]=[C:32]([C:34]([F:37])([F:36])[F:35])[CH:31]=[C:30]([C:38]([F:41])([F:40])[F:39])[CH:29]=2)[C:15]2[N:20]=[CH:19][C:18]([C:21]3[CH:22]=[N:23][N:24]([CH3:26])[CH:25]=3)=[CH:17][N:16]=2)[CH2:11][C@H:10]1[CH2:42][CH3:43])=[O:8])(O)=[O:2].[Cl-].[NH4+].Cl.C1C=[N:53]C2N(O)N=NC=2C=1.C(N(CC)CC)C. (3) Given the product [Br:3][C:4]1[N:8]2[N:9]=[C:10]([N:13]3[CH2:14][CH2:15][N:16]([C:36](=[O:37])[CH2:35][C:34]([CH3:40])([CH3:39])[CH3:33])[CH2:17][CH2:18]3)[CH:11]=[CH:12][C:7]2=[N:6][CH:5]=1, predict the reactants needed to synthesize it. The reactants are: N#N.[Br:3][C:4]1[N:8]2[N:9]=[C:10]([N:13]3[CH2:18][CH2:17][NH:16][CH2:15][CH2:14]3)[CH:11]=[CH:12][C:7]2=[N:6][CH:5]=1.C1(N)C(F)=C(F)C(F)=C(N)C=1F.Cl.Cl.[CH3:33][C:34]([CH3:40])([CH3:39])[CH2:35][C:36](Cl)=[O:37].CCN(C(C)C)C(C)C. (4) Given the product [Cl:1][C:2]1[CH:23]=[C:22]([C:24]([F:27])([F:25])[F:26])[CH:21]=[CH:20][C:3]=1[CH2:4][N:5]1[C:9](/[CH:10]=[CH:11]/[C:12]([NH:36][S:33]([CH2:28][CH2:29][CH2:30][CH2:31][CH3:32])(=[O:35])=[O:34])=[O:13])=[CH:8][C:7]([O:15][CH2:16][CH2:17][O:18][CH3:19])=[N:6]1, predict the reactants needed to synthesize it. The reactants are: [Cl:1][C:2]1[CH:23]=[C:22]([C:24]([F:27])([F:26])[F:25])[CH:21]=[CH:20][C:3]=1[CH2:4][N:5]1[C:9](/[CH:10]=[CH:11]/[C:12](O)=[O:13])=[CH:8][C:7]([O:15][CH2:16][CH2:17][O:18][CH3:19])=[N:6]1.[CH2:28]([S:33]([NH2:36])(=[O:35])=[O:34])[CH2:29][CH2:30][CH2:31][CH3:32].N12CCCN=C1CCCCC2.Cl.